From a dataset of NCI-60 drug combinations with 297,098 pairs across 59 cell lines. Regression. Given two drug SMILES strings and cell line genomic features, predict the synergy score measuring deviation from expected non-interaction effect. (1) Drug 1: CC1=C2C(C(=O)C3(C(CC4C(C3C(C(C2(C)C)(CC1OC(=O)C(C(C5=CC=CC=C5)NC(=O)OC(C)(C)C)O)O)OC(=O)C6=CC=CC=C6)(CO4)OC(=O)C)OC)C)OC. Drug 2: CC(C1=C(C=CC(=C1Cl)F)Cl)OC2=C(N=CC(=C2)C3=CN(N=C3)C4CCNCC4)N. Cell line: ACHN. Synergy scores: CSS=40.0, Synergy_ZIP=-0.409, Synergy_Bliss=0.239, Synergy_Loewe=-8.81, Synergy_HSA=1.34. (2) Drug 1: CC1C(C(CC(O1)OC2CC(CC3=C2C(=C4C(=C3O)C(=O)C5=C(C4=O)C(=CC=C5)OC)O)(C(=O)CO)O)N)O.Cl. Drug 2: C(CCl)NC(=O)N(CCCl)N=O. Cell line: NCI-H226. Synergy scores: CSS=23.5, Synergy_ZIP=-2.92, Synergy_Bliss=1.22, Synergy_Loewe=-46.4, Synergy_HSA=1.78. (3) Drug 1: C1CC(=O)NC(=O)C1N2C(=O)C3=CC=CC=C3C2=O. Drug 2: N.N.Cl[Pt+2]Cl. Cell line: OVCAR-4. Synergy scores: CSS=28.3, Synergy_ZIP=-0.163, Synergy_Bliss=1.91, Synergy_Loewe=-22.8, Synergy_HSA=-0.321. (4) Drug 1: CC1=C2C(C(=O)C3(C(CC4C(C3C(C(C2(C)C)(CC1OC(=O)C(C(C5=CC=CC=C5)NC(=O)C6=CC=CC=C6)O)O)OC(=O)C7=CC=CC=C7)(CO4)OC(=O)C)O)C)OC(=O)C. Drug 2: CC1C(C(CC(O1)OC2CC(CC3=C2C(=C4C(=C3O)C(=O)C5=CC=CC=C5C4=O)O)(C(=O)C)O)N)O. Cell line: SK-MEL-5. Synergy scores: CSS=67.0, Synergy_ZIP=-5.51, Synergy_Bliss=-5.32, Synergy_Loewe=-1.70, Synergy_HSA=-0.720. (5) Drug 1: CC1=CC2C(CCC3(C2CCC3(C(=O)C)OC(=O)C)C)C4(C1=CC(=O)CC4)C. Drug 2: CCC1(CC2CC(C3=C(CCN(C2)C1)C4=CC=CC=C4N3)(C5=C(C=C6C(=C5)C78CCN9C7C(C=CC9)(C(C(C8N6C)(C(=O)OC)O)OC(=O)C)CC)OC)C(=O)OC)O.OS(=O)(=O)O. Cell line: HCT116. Synergy scores: CSS=58.4, Synergy_ZIP=2.82, Synergy_Bliss=1.54, Synergy_Loewe=-44.6, Synergy_HSA=2.75. (6) Drug 1: CS(=O)(=O)OCCCCOS(=O)(=O)C. Drug 2: B(C(CC(C)C)NC(=O)C(CC1=CC=CC=C1)NC(=O)C2=NC=CN=C2)(O)O. Cell line: COLO 205. Synergy scores: CSS=65.6, Synergy_ZIP=-5.34, Synergy_Bliss=-7.25, Synergy_Loewe=-2.53, Synergy_HSA=-3.99. (7) Drug 1: C1C(C(OC1N2C=NC3=C(N=C(N=C32)Cl)N)CO)O. Drug 2: CN(C(=O)NC(C=O)C(C(C(CO)O)O)O)N=O. Cell line: UO-31. Synergy scores: CSS=8.24, Synergy_ZIP=2.51, Synergy_Bliss=0.849, Synergy_Loewe=-18.4, Synergy_HSA=-0.883. (8) Drug 1: CC1=C(C=C(C=C1)NC2=NC=CC(=N2)N(C)C3=CC4=NN(C(=C4C=C3)C)C)S(=O)(=O)N.Cl. Drug 2: CN1CCC(CC1)COC2=C(C=C3C(=C2)N=CN=C3NC4=C(C=C(C=C4)Br)F)OC. Cell line: OVCAR-8. Synergy scores: CSS=9.79, Synergy_ZIP=-2.21, Synergy_Bliss=4.00, Synergy_Loewe=2.69, Synergy_HSA=3.84. (9) Drug 1: B(C(CC(C)C)NC(=O)C(CC1=CC=CC=C1)NC(=O)C2=NC=CN=C2)(O)O. Drug 2: CNC(=O)C1=NC=CC(=C1)OC2=CC=C(C=C2)NC(=O)NC3=CC(=C(C=C3)Cl)C(F)(F)F. Cell line: HT29. Synergy scores: CSS=69.3, Synergy_ZIP=-0.501, Synergy_Bliss=-0.745, Synergy_Loewe=-6.17, Synergy_HSA=0.116. (10) Drug 1: CC1=C(C(CCC1)(C)C)C=CC(=CC=CC(=CC(=O)O)C)C. Drug 2: CC1=C(C(=O)C2=C(C1=O)N3CC4C(C3(C2COC(=O)N)OC)N4)N. Cell line: CCRF-CEM. Synergy scores: CSS=34.4, Synergy_ZIP=-2.06, Synergy_Bliss=-1.64, Synergy_Loewe=-36.9, Synergy_HSA=-1.34.